Predict the product of the given reaction. From a dataset of Forward reaction prediction with 1.9M reactions from USPTO patents (1976-2016). (1) Given the reactants [CH3:1][O:2][C:3](=[O:13])[C:4]1[CH:9]=[C:8]([C:10]#[N:11])[CH:7]=[CH:6][C:5]=1Br.[N+:14]([C:17]1[CH:22]=[CH:21][CH:20]=[CH:19][C:18]=1B(O)O)([O-:16])=[O:15].C([O-])([O-])=O.[K+].[K+], predict the reaction product. The product is: [CH3:1][O:2][C:3]([C:4]1[C:5]([C:18]2[CH:19]=[CH:20][CH:21]=[CH:22][C:17]=2[N+:14]([O-:16])=[O:15])=[CH:6][CH:7]=[C:8]([C:10]#[N:11])[CH:9]=1)=[O:13]. (2) The product is: [CH2:1]([O:8][C:9]1[CH:10]=[C:11]([Cl:30])[C:12]([CH2:13][C@@H:14]2[CH2:18][CH2:17][N:16]([C@H:19]3[CH2:20][CH2:21][C@H:22]([O:25][Si:39]([CH:43]([CH3:45])[CH3:44])([CH:40]([CH3:42])[CH3:41])[CH:36]([CH3:38])[CH3:37])[CH2:23][CH2:24]3)[C:15]2=[O:26])=[C:27]([Cl:29])[CH:28]=1)[C:2]1[CH:3]=[CH:4][CH:5]=[CH:6][CH:7]=1. Given the reactants [CH2:1]([O:8][C:9]1[CH:28]=[C:27]([Cl:29])[C:12]([CH2:13][C@@H:14]2[CH2:18][CH2:17][N:16]([C@H:19]3[CH2:24][CH2:23][C@H:22]([OH:25])[CH2:21][CH2:20]3)[C:15]2=[O:26])=[C:11]([Cl:30])[CH:10]=1)[C:2]1[CH:7]=[CH:6][CH:5]=[CH:4][CH:3]=1.N1C=CN=C1.[CH:36]([Si:39](Cl)([CH:43]([CH3:45])[CH3:44])[CH:40]([CH3:42])[CH3:41])([CH3:38])[CH3:37], predict the reaction product. (3) Given the reactants [Br:1][C:2]1[CH:10]=[C:9]2[C:5]([C:6](=[O:12])[C:7](=[O:11])[NH:8]2)=[CH:4][C:3]=1[NH:13][C:14](=[O:16])[CH3:15].[S:17](=[O:21])(=[O:20])([OH:19])[OH:18], predict the reaction product. The product is: [S:17]([OH:21])([OH:20])(=[O:19])=[O:18].[Br:1][C:2]1[CH:10]=[C:9]2[C:5]([C:6](=[O:12])[C:7](=[O:11])[NH:8]2)=[CH:4][C:3]=1[NH:13][C:14](=[O:16])[CH3:15]. (4) Given the reactants [ClH:1].Cl.[CH2:3]([C:5]1([N:9]([CH3:11])[CH3:10])[CH2:8][NH:7][CH2:6]1)[CH3:4].[CH3:12]NCC, predict the reaction product. The product is: [ClH:1].[ClH:1].[CH2:10]([N:9]([CH3:11])[C:5]1([CH2:3][CH3:4])[CH2:8][NH:7][CH2:6]1)[CH3:12]. (5) The product is: [ClH:1].[Cl:1][C:2]1[N:7]=[CH:6][C:5]([C:8]2[C:9](=[O:16])[NH:10][C:11](=[O:14])[NH:12][CH:13]=2)=[CH:4][CH:3]=1. Given the reactants [Cl:1][C:2]1[N:7]=[CH:6][C:5]([C:8]2[C:9]([O:16]C)=[N:10][C:11]([O:14]C)=[N:12][CH:13]=2)=[CH:4][CH:3]=1, predict the reaction product. (6) Given the reactants [N:1]1([C:7]([C:9]2[CH:14]=[CH:13][C:12]([C@@H:15]3[O:20][CH2:19][CH2:18][N:17]([C@@H](C4C=CC=CC=4)C)[CH2:16]3)=[CH:11][CH:10]=2)=[O:8])[CH2:6][CH2:5][O:4][CH2:3][CH2:2]1, predict the reaction product. The product is: [N:1]1([C:7]([C:9]2[CH:14]=[CH:13][C:12]([C@@H:15]3[O:20][CH2:19][CH2:18][NH:17][CH2:16]3)=[CH:11][CH:10]=2)=[O:8])[CH2:6][CH2:5][O:4][CH2:3][CH2:2]1.